Regression. Given a target protein amino acid sequence and a drug SMILES string, predict the binding affinity score between them. We predict pIC50 (pIC50 = -log10(IC50 in M); higher means more potent). Dataset: bindingdb_ic50. From a dataset of Drug-target binding data from BindingDB using IC50 measurements. (1) The target protein (P10589) has sequence MAMVVSSWRDPQDDVAGGNPGGPNPAAQAARGGGGGAGEQQQQAGSGAPHTPQTPGQPGAPATPGTAGDKGQGPPGSGQSQQHIECVVCGDKSSGKHYGQFTCEGCKSFFKRSVRRNLTYTCRANRNCPIDQHHRNQCQYCRLKKCLKVGMRREAVQRGRMPPTQPNPGQYALTNGDPLNGHCYLSGYISLLLRAEPYPTSRYGSQCMQPNNIMGIENICELAARLLFSAVEWARNIPFFPDLQITDQVSLLRLTWSELFVLNAAQCSMPLHVAPLLAAAGLHASPMSADRVVAFMDHIRIFQEQVEKLKALHVDSAEYSCLKAIVLFTSDACGLSDAAHIESLQEKSQCALEEYVRSQYPNQPSRFGKLLLRLPSLRTVSSSVIEQLFFVRLVGKTPIETLIRDMLLSGSSFNWPYMSIQCS. The pIC50 is 5.0. The compound is CN1CCN(c2ccc(Nc3ncc4nc(Nc5ccccc5)n(C5CCCC5)c4n3)cc2)CC1. (2) The compound is CN1C/C=C\CCNC(=O)Cn2c(-c3ccc(Cl)cc3)c(C3CCCCC3)c3ccc(cc32)C(=O)NS1(=O)=O. The target protein (O92972) has sequence MSTNPKPQRKTKRNTNRRPQDVKFPGGGQIVGGVYLLPRRGPRLGVRATRKASERSQPRGRRQPIPKARRPEGRAWAQPGYPWPLYGNEGLGWAGWLLSPRGSRPSWGPTDPRRRSRNLGKVIDTLTCGFADLMGYIPLVGAPLGGAARALAHGVRVLEDGVNYATGNLPGCSFSIFLLALLSCLTIPASAYEVRNVSGIYHVTNDCSNSSIVYEAADVIMHTPGCVPCVREGNSSRCWVALTPTLAARNASVPTTTIRRHVDLLVGTAAFCSAMYVGDLCGSIFLVSQLFTFSPRRHETVQDCNCSIYPGHVSGHRMAWDMMMNWSPTTALVVSQLLRIPQAVVDMVAGAHWGVLAGLAYYSMVGNWAKVLIVALLFAGVDGETHTTGRVAGHTTSGFTSLFSSGASQKIQLVNTNGSWHINRTALNCNDSLQTGFFAALFYAHKFNSSGCPERMASCRPIDWFAQGWGPITYTKPNSSDQRPYCWHYAPRPCGVVPAS.... The pIC50 is 6.8. (3) The drug is O=C(N1CCCCC1Cc1ccccc1)n1cc(-c2ccc(-c3ccccc3)cc2)nn1. The target protein (Q9Y4D2) has sequence MPGIVVFRRRWSVGSDDLVLPAIFLFLLHTTWFVILSVVLFGLVYNPHEACSLNLVDHGRGYLGILLSCMIAEMAIIWLSMRGGILYTEPRDSMQYVLYVRLAILVIEFIYAIVGIVWLTQYYTSCNDLTAKNVTLGMVVCNWVVILSVCITVLCVFDPTGRTFVKLRATKRRQRNLRTYNLRHRLEEGQATSWSRRLKVFLCCTRTKDSQSDAYSEIAYLFAEFFRDLDIVPSDIIAGLVLLRQRQRAKRNAVLDEANNDILAFLSGMPVTRNTKYLDLKNSQEMLRYKEVCYYMLFALAAYGWPMYLMRKPACGLCQLARSCSCCLCPARPRFAPGVTIEEDNCCGCNAIAIRRHFLDENMTAVDIVYTSCHDAVYETPFYVAVDHDKKKVVISIRGTLSPKDALTDLTGDAERLPVEGHHGTWLGHKGMVLSAEYIKKKLEQEMVLSQAFGRDLGRGTKHYGLIVVGHSLGAGTAAILSFLLRPQYPTLKCFAYSPP.... The pIC50 is 6.9. (4) The compound is NC(=O)C(=O)C(Cc1ccccc1)NC(=O)c1cccnc1-n1cc2ccccc2n1. The target protein (P97571) has sequence MAEELITPVYCTGVSAQVQKQRDKELGLGRHENAIKYLGQDYENLRARCLQNGVLFQDDAFPPVSHSLGFKELGPNSSKTYGIKWKRPTELLSNPQFIVDGATRTDICQGALGDCWLLAAIASLTLNETILHRVVPYGQSFQEGYAGIFHFQLWQFGEWVDVVVDDLLPTKDGKLVFVHSAQGNEFWSALLEKAYAKVNGSYEALSGGCTSEAFEDFTGGVTEWYDLQKAPSDLYQIILKALERGSLLGCSINISDIRDLEAITFKNLVRGHAYSVTDAKQVTYQGQRVNLIRMRNPWGEVEWKGPWSDNSYEWNKVDPYEREQLRVKMEDGEFWMSFRDFIREFTKLEICNLTPDALKSRTLRNWNTTFYEGTWRRGSTAGGCRNYPATFWVNPQFKIRLEEVDDADDYDSRESGCSFLLALMQKHRRRERRFGRDMETIGFAVYQVPRELAGQPVHLKRDFFLANASRAQSEHFINLREVSNRIRLPPGEYIVVPSTF.... The pIC50 is 5.5. (5) The small molecule is O=C(Cc1cccc(Cl)c1)Nc1ccc(Br)cc1. The target protein sequence is MALKLLSEKANSQALKVLLCSYYVKRPVEVSLSGAYATPILHHPAFKQPIIAPNEMARVILFYSVEPTSNNGGAADSSNGDGTASPVAGLTNLTLEHETWLEWEATTFTRAVHPLYTQRRQTAESLAVFSYLDKKISENDDRCVYSPAVEGKGAADPTDAVSTFFIDCIVWCAVLPALCESGVLRDSEKQQLPHLVKWFNTFQKEQKTLIDNAFENLSVQEAADFLRCPRVYKVSAKVEKVFFVTSPIYYVNAAPHIGHVYSTLITDVIGRYHRVKGERVFALTGTDEHGQKVAEAAKQKQVSPYDFTAAVAGEFKKCFEQMDYSIDYFIRTTNEQHKAVVKELWTKLEQKGDIYLGRYEGWYSISDESFLTPQNITDGVDKDGNPCKVSLESGHVVTWVSEENYMFRLSAFRERLLEWYHANPGCIVPEFRRREVIRAVEKGLPDLSVSRKKETLHNWAIPVPGNPDHCVYVWLDALTNYLTGSRLRVDESGKEVSLAD.... The pIC50 is 5.1.